Task: Predict the reactants needed to synthesize the given product.. Dataset: Full USPTO retrosynthesis dataset with 1.9M reactions from patents (1976-2016) (1) Given the product [CH2:7]([O:14][C:15]([N:4]1[CH2:5][CH2:6][CH:2]([OH:1])[CH2:3]1)=[O:16])[C:8]1[CH:13]=[CH:12][CH:11]=[CH:10][CH:9]=1, predict the reactants needed to synthesize it. The reactants are: [OH:1][CH:2]1[CH2:6][CH2:5][NH:4][CH2:3]1.[CH2:7]([O:14][C:15](Cl)=[O:16])[C:8]1[CH:13]=[CH:12][CH:11]=[CH:10][CH:9]=1.Cl. (2) Given the product [Na+:45].[Cl:1][C:2]1[CH:22]=[CH:21][C:20]([Cl:23])=[CH:19][C:3]=1[C:4]([C:6]1[CH:11]=[CH:10][C:9]([O:12][C:13]2[CH:18]=[CH:17][C:16]([S:28]([O-:30])(=[O:29])=[O:27])=[CH:15][CH:14]=2)=[CH:8][CH:7]=1)=[O:5], predict the reactants needed to synthesize it. The reactants are: [Cl:1][C:2]1[CH:22]=[CH:21][C:20]([Cl:23])=[CH:19][C:3]=1[C:4]([C:6]1[CH:11]=[CH:10][C:9]([O:12][C:13]2[CH:18]=[CH:17][CH:16]=[CH:15][CH:14]=2)=[CH:8][CH:7]=1)=[O:5].C([O:27][S:28](=O)(=[O:30])[OH:29])(=O)C.S(=O)(=O)(O)O.C(OC(=O)C)(=O)C.[OH-].[Na+:45]. (3) Given the product [F:1][C:2]1[CH:27]=[CH:26][CH:25]=[C:24]([F:28])[C:3]=1[CH2:4][O:5][C:6]1[C:7]2[N:8]([C:12]([C:16]([NH:18][CH:19]([CH2:22][OH:23])[CH2:20][O:21][CH2:32][CH3:33])=[O:17])=[C:13]([CH3:15])[N:14]=2)[CH:9]=[CH:10][CH:11]=1, predict the reactants needed to synthesize it. The reactants are: [F:1][C:2]1[CH:27]=[CH:26][CH:25]=[C:24]([F:28])[C:3]=1[CH2:4][O:5][C:6]1[C:7]2[N:8]([C:12]([C:16]([NH:18][CH:19]([CH2:22][OH:23])[CH2:20][OH:21])=[O:17])=[C:13]([CH3:15])[N:14]=2)[CH:9]=[CH:10][CH:11]=1.[H-].[Na+].I[CH2:32][CH3:33].CO. (4) The reactants are: [Cl:1][C:2]1[CH:3]=[C:4]([C:9]2[S:10][CH:11]=[C:12]([C:15]([CH3:17])=O)[C:13]=2[OH:14])[CH:5]=[CH:6][C:7]=1[Cl:8].[N:18]1[CH:23]=[CH:22][C:21]([CH2:24][CH2:25][CH2:26][NH:27][C:28]([C:30]2[S:31][C:32]([C:35]([NH:37][NH2:38])=[O:36])=[CH:33][CH:34]=2)=[O:29])=[CH:20][CH:19]=1.O. Given the product [N:18]1[CH:23]=[CH:22][C:21]([CH2:24][CH2:25][CH2:26][NH:27][C:28]([C:30]2[S:31][C:32]([C:35]([NH:37][N:38]=[C:15]([C:12]3[C:13]([OH:14])=[C:9]([C:4]4[CH:5]=[CH:6][C:7]([Cl:8])=[C:2]([Cl:1])[CH:3]=4)[S:10][CH:11]=3)[CH3:17])=[O:36])=[CH:33][CH:34]=2)=[O:29])=[CH:20][CH:19]=1, predict the reactants needed to synthesize it. (5) Given the product [Br:1][C:2]1[CH:3]=[CH:4][C:5]([C:8]2[O:13][N:12]=[C:10]([CH3:11])[C:9]=2[C:14]2[CH:15]=[CH:16][CH:17]=[CH:18][CH:19]=2)=[CH:6][CH:7]=1, predict the reactants needed to synthesize it. The reactants are: [Br:1][C:2]1[CH:7]=[CH:6][C:5]([CH:8]=[C:9]([C:14]2[CH:19]=[CH:18][CH:17]=[CH:16][CH:15]=2)[C:10](=[N:12][OH:13])[CH3:11])=[CH:4][CH:3]=1.C(=O)(O)[O-].[Na+].[I-].[K+].II.S([O-])([O-])=O.[Na+].[Na+]. (6) Given the product [I:1][C:14]1[CH:13]=[C:12]([S:9]([C:3]2[CH:8]=[CH:7][CH:6]=[CH:5][CH:4]=2)(=[O:10])=[O:11])[CH:17]=[CH:16][C:15]=1[NH2:18], predict the reactants needed to synthesize it. The reactants are: [I:1]Cl.[C:3]1([S:9]([C:12]2[CH:17]=[CH:16][C:15]([NH2:18])=[CH:14][CH:13]=2)(=[O:11])=[O:10])[CH:8]=[CH:7][CH:6]=[CH:5][CH:4]=1.C(=O)([O-])[O-].[Ca+2]. (7) Given the product [F:34][C:35]1[C:43]([N:44]2[CH2:48][CH2:47][CH2:46][C:45]2=[O:49])=[CH:42][C:41]([N:50]2[CH2:54][CH2:53][CH2:52][C:51]2=[O:55])=[CH:40][C:36]=1[C:37]([NH:23][C@H:8]([C@@H:9]1[CH2:10][C@@H:11]([CH3:12])[C:13](=[O:21])[O:22]1)[CH2:1][C:2]1[CH:7]=[CH:6][CH:5]=[CH:4][CH:3]=1)=[O:38], predict the reactants needed to synthesize it. The reactants are: [CH2:1]([C@H:8]([NH:23]C(=O)C1C=CC(F)=C(Br)C=1)[C@@H:9]([OH:22])[CH2:10][C@H:11]([C:13](=[O:21])NCCC(C)(C)C)[CH3:12])[C:2]1[CH:7]=[CH:6][CH:5]=[CH:4][CH:3]=1.[F:34][C:35]1[C:43]([N:44]2[CH2:48][CH2:47][CH2:46][C:45]2=[O:49])=[CH:42][C:41]([N:50]2[CH2:54][CH2:53][CH2:52][C:51]2=[O:55])=[CH:40][C:36]=1[C:37](O)=[O:38].N[C@H]([C@H]1OC(=O)[C@H](C)C1)CC1C=CC=CC=1. (8) Given the product [CH3:10][N:11]([C:12]1[CH:17]=[CH:16][CH:15]=[CH:14][CH:13]=1)[S:2]([CH2:5][C:6]([O:8][CH3:9])=[O:7])(=[O:4])=[O:3], predict the reactants needed to synthesize it. The reactants are: Cl[S:2]([CH2:5][C:6]([O:8][CH3:9])=[O:7])(=[O:4])=[O:3].[CH3:10][NH:11][C:12]1[CH:17]=[CH:16][CH:15]=[CH:14][CH:13]=1.Cl. (9) Given the product [C:12]([Cl:14])(=[O:13])[O:11][C:8]1[CH:9]=[CH:10][C:5]([NH:1][C:2](=[O:3])[CH3:4])=[CH:6][CH:7]=1, predict the reactants needed to synthesize it. The reactants are: [NH:1]([C:5]1[CH:10]=[CH:9][C:8]([OH:11])=[CH:7][CH:6]=1)[C:2]([CH3:4])=[O:3].[C:12](Cl)([Cl:14])=[O:13].C(N(CC)C1C=CC=CC=1)C.